This data is from Catalyst prediction with 721,799 reactions and 888 catalyst types from USPTO. The task is: Predict which catalyst facilitates the given reaction. Reactant: [CH2:1]([NH:8][C:9]1[CH:14]=[C:13](B2OC(C)(C)C(C)(C)O2)[CH:12]=[CH:11][C:10]=1[N+:24]([O-:26])=[O:25])[C:2]1[CH:7]=[CH:6][CH:5]=[CH:4][CH:3]=1.Br[C:28]1[CH:29]=[C:30]([S:34]([NH2:37])(=[O:36])=[O:35])[CH:31]=[CH:32][CH:33]=1.C(=O)([O-])[O-].[Na+].[Na+]. Product: [CH2:1]([NH:8][C:9]1[CH:14]=[C:13]([C:28]2[CH:33]=[CH:32][CH:31]=[C:30]([S:34]([NH2:37])(=[O:36])=[O:35])[CH:29]=2)[CH:12]=[CH:11][C:10]=1[N+:24]([O-:26])=[O:25])[C:2]1[CH:3]=[CH:4][CH:5]=[CH:6][CH:7]=1. The catalyst class is: 659.